Dataset: Forward reaction prediction with 1.9M reactions from USPTO patents (1976-2016). Task: Predict the product of the given reaction. (1) Given the reactants [CH:1]12[CH2:6][CH:5]1[C:4](=[O:7])O[C:2]2=[O:8].[NH2:9][C:10]1[CH:20]=[CH:19][C:13]([C:14]([O:16][CH2:17]C)=[O:15])=[CH:12][CH:11]=1.CC1(C)CC(=O)OC(=O)C1, predict the reaction product. The product is: [O:7]=[C:4]1[N:9]([C:10]2[CH:11]=[CH:12][C:13]([C:14]([O:16][CH3:17])=[O:15])=[CH:19][CH:20]=2)[C:2](=[O:8])[CH:1]2[CH:5]1[CH2:6]2. (2) Given the reactants [CH3:1][N:2]1[C:10]2[C:9](=[O:11])[CH2:8][C:7]([CH3:13])([CH3:12])[CH2:6][C:5]=2[C:4]([C:14]([O:16][CH2:17][CH3:18])=[O:15])=[N:3]1.[O-:19][CH2:20]C.[Na+].O, predict the reaction product. The product is: [OH:19][CH:20]=[C:8]1[C:9](=[O:11])[C:10]2[N:2]([CH3:1])[N:3]=[C:4]([C:14]([O:16][CH2:17][CH3:18])=[O:15])[C:5]=2[CH2:6][C:7]1([CH3:13])[CH3:12]. (3) The product is: [CH3:1][N:2]([CH3:16])[C:3]1([C:10]2[CH:11]=[CH:12][CH:13]=[CH:14][CH:15]=2)[CH2:8][CH2:7][C:6]([C:23]2[CH:22]=[CH:21][CH:20]=[C:19]([O:18][CH3:17])[CH:24]=2)([OH:9])[CH2:5][CH2:4]1. Given the reactants [CH3:1][N:2]([CH3:16])[C:3]1([C:10]2[CH:15]=[CH:14][CH:13]=[CH:12][CH:11]=2)[CH2:8][CH2:7][C:6](=[O:9])[CH2:5][CH2:4]1.[CH3:17][O:18][C:19]1[CH:20]=[C:21]([Mg]Br)[CH:22]=[CH:23][CH:24]=1.[NH4+].[Cl-], predict the reaction product.